This data is from Catalyst prediction with 721,799 reactions and 888 catalyst types from USPTO. The task is: Predict which catalyst facilitates the given reaction. (1) Reactant: [CH3:1][O:2][C:3]1[CH:4]=[C:5]2[C:10](=[CH:11][CH:12]=1)[N+:9]([O-])=[CH:8][CH:7]=[CH:6]2.O=P(Cl)(Cl)[Cl:16].C([O-])([O-])=O.[Na+].[Na+]. Product: [Cl:16][C:8]1[CH:7]=[CH:6][C:5]2[C:10](=[CH:11][CH:12]=[C:3]([O:2][CH3:1])[CH:4]=2)[N:9]=1. The catalyst class is: 22. (2) The catalyst class is: 30. Product: [C:34]([OH:46])(=[O:45])[CH2:35][C:36]([CH2:41][C:42]([OH:44])=[O:43])([C:38]([OH:40])=[O:39])[OH:37].[CH3:1][C:2]1[CH:11]=[CH:10][C:9]([N:12]2[CH2:17][CH2:16][N:15]([CH3:18])[CH2:14][CH2:13]2)=[C:8]2[C:3]=1[CH2:4][CH2:5][C@@H:6]([NH:19][C:20](=[O:33])[C:21]1[CH:26]=[CH:25][C:24]([N:27]3[CH2:32][CH2:31][O:30][CH2:29][CH2:28]3)=[CH:23][CH:22]=1)[CH2:7]2. Reactant: [CH3:1][C:2]1[CH:11]=[CH:10][C:9]([N:12]2[CH2:17][CH2:16][N:15]([CH3:18])[CH2:14][CH2:13]2)=[C:8]2[C:3]=1[CH2:4][CH2:5][C@@H:6]([NH:19][C:20](=[O:33])[C:21]1[CH:26]=[CH:25][C:24]([N:27]3[CH2:32][CH2:31][O:30][CH2:29][CH2:28]3)=[CH:23][CH:22]=1)[CH2:7]2.[C:34]([OH:46])(=[O:45])[CH2:35][C:36]([CH2:41][C:42]([OH:44])=[O:43])([C:38]([OH:40])=[O:39])[OH:37]. (3) Reactant: Cl.[CH2:2]([O:4][C:5](=[O:18])[CH2:6][NH:7][C:8]1[CH:17]=[CH:16][CH:15]=[C:14]2[C:9]=1[CH2:10][CH2:11][NH:12][CH2:13]2)[CH3:3].[CH:19]1([CH:22]=O)[CH2:21][CH2:20]1.CCN(C(C)C)C(C)C.[BH-](OC(C)=O)(OC(C)=O)OC(C)=O.[Na+].C([O-])(O)=O.[Na+]. Product: [CH2:2]([O:4][C:5](=[O:18])[CH2:6][NH:7][C:8]1[CH:17]=[CH:16][CH:15]=[C:14]2[C:9]=1[CH2:10][CH2:11][N:12]([CH2:22][CH:19]1[CH2:21][CH2:20]1)[CH2:13]2)[CH3:3]. The catalyst class is: 2. (4) Reactant: C(OC([N:8]1[CH2:13][CH2:12][N:11]([C:14]2[C:19]3[S:20][CH:21]=[C:22]([S:23]([C:26]4[CH:31]=[CH:30][CH:29]=[CH:28][CH:27]=4)(=[O:25])=[O:24])[C:18]=3[CH:17]=[CH:16]C=2)[CH2:10][CH2:9]1)=O)(C)(C)C.C(=O)([O-])O.[Na+].[ClH:37].C(OCC)C.[Cl:43][CH2:44][Cl:45]. Product: [ClH:43].[Cl:37][C:17]1[C:18]2[C:22]([S:23]([C:26]3[CH:31]=[CH:30][CH:29]=[CH:28][CH:27]=3)(=[O:25])=[O:24])=[CH:21][S:20][C:19]=2[C:14]([N:11]2[CH2:12][CH2:13][NH:8][CH2:9][CH2:10]2)=[C:44]([Cl:45])[CH:16]=1. The catalyst class is: 86.